This data is from Peptide-MHC class I binding affinity with 185,985 pairs from IEDB/IMGT. The task is: Regression. Given a peptide amino acid sequence and an MHC pseudo amino acid sequence, predict their binding affinity value. This is MHC class I binding data. (1) The peptide sequence is EAVEDGRFW. The MHC is HLA-B53:01 with pseudo-sequence HLA-B53:01. The binding affinity (normalized) is 0.655. (2) The peptide sequence is KSTQSVLCVK. The MHC is HLA-A68:01 with pseudo-sequence HLA-A68:01. The binding affinity (normalized) is 0.697. (3) The peptide sequence is NALVRSYDI. The MHC is H-2-Db with pseudo-sequence H-2-Db. The binding affinity (normalized) is 0.0428. (4) The peptide sequence is RRRWRRLTV. The MHC is HLA-B57:01 with pseudo-sequence HLA-B57:01. The binding affinity (normalized) is 0. (5) The peptide sequence is ANFKFRDLL. The MHC is H-2-Db with pseudo-sequence H-2-Db. The binding affinity (normalized) is 0.237. (6) The peptide sequence is SLDDYNHLV. The MHC is HLA-A02:01 with pseudo-sequence HLA-A02:01. The binding affinity (normalized) is 0.698. (7) The peptide sequence is SARTNCLAV. The MHC is HLA-B35:01 with pseudo-sequence HLA-B35:01. The binding affinity (normalized) is 0.345. (8) The peptide sequence is KIDVVGIEW. The MHC is HLA-A68:02 with pseudo-sequence HLA-A68:02. The binding affinity (normalized) is 0.0847.